This data is from Peptide-MHC class I binding affinity with 185,985 pairs from IEDB/IMGT. The task is: Regression. Given a peptide amino acid sequence and an MHC pseudo amino acid sequence, predict their binding affinity value. This is MHC class I binding data. (1) The peptide sequence is VFLILCFTI. The MHC is HLA-A26:01 with pseudo-sequence HLA-A26:01. The binding affinity (normalized) is 0.137. (2) The peptide sequence is KPKVASEAF. The MHC is HLA-A02:11 with pseudo-sequence HLA-A02:11. The binding affinity (normalized) is 0.0847.